This data is from Catalyst prediction with 721,799 reactions and 888 catalyst types from USPTO. The task is: Predict which catalyst facilitates the given reaction. (1) Reactant: C[O:2][C:3](=[O:32])[CH2:4][C:5]1[C:6]([CH3:31])=[N:7][N:8]([CH2:11][C:12]2[CH:17]=[CH:16][C:15]([CH2:18][S:19]([C:21]3[CH:26]=[CH:25][C:24]([C:27]([F:30])([F:29])[F:28])=[CH:23][CH:22]=3)=[O:20])=[CH:14][CH:13]=2)[C:9]=1[CH3:10].O.[OH-].[Na+].Cl. Product: [CH3:31][C:6]1[C:5]([CH2:4][C:3]([OH:32])=[O:2])=[C:9]([CH3:10])[N:8]([CH2:11][C:12]2[CH:13]=[CH:14][C:15]([CH2:18][S:19]([C:21]3[CH:22]=[CH:23][C:24]([C:27]([F:30])([F:29])[F:28])=[CH:25][CH:26]=3)=[O:20])=[CH:16][CH:17]=2)[N:7]=1. The catalyst class is: 12. (2) Product: [CH3:35][O:34][C:28]1[CH:27]=[C:26]([CH:4]2[C:3](=[O:36])[N:19]([C:43]3[CH:42]=[CH:6][CH:5]=[CH:4][CH:3]=3)[C:7]3[N:8]=[C:9]([NH:12][C:26]4[CH:31]=[CH:30][CH:29]=[CH:28][CH:27]=4)[N:10]=[CH:11][C:6]=3[CH2:5]2)[CH:31]=[C:30]([O:32][CH3:33])[CH:29]=1. The catalyst class is: 13. Reactant: CO[C:3](=[O:36])[CH:4]([C:26]1[CH:31]=[C:30]([O:32][CH3:33])[CH:29]=[C:28]([O:34][CH3:35])[CH:27]=1)[CH2:5][C:6]1[C:7]([NH:19]C2C=CC=CC=2)=[N:8][C:9]([NH:12]C2C=CC=CC=2)=[N:10][CH:11]=1.S(=O)(=O)(O)O.[C:42](O)(=O)[CH3:43]. (3) The catalyst class is: 4. Reactant: [C:1]1([CH3:32])[CH:6]=[CH:5][C:4]([NH:7][CH:8]2[CH2:13][CH2:12][N:11]([CH2:14][CH2:15][C:16]3([CH2:22][CH2:23][NH:24][C:25](=[O:31])[O:26][C:27]([CH3:30])([CH3:29])[CH3:28])[CH2:21][CH2:20][CH2:19][CH2:18][CH2:17]3)[CH2:10][CH2:9]2)=[CH:3][CH:2]=1.C(N(CC)CC)C.[O:40]1[CH:44]=[CH:43][CH:42]=[C:41]1[C:45](Cl)=[O:46]. Product: [C:1]1([CH3:32])[CH:2]=[CH:3][C:4]([N:7]([CH:8]2[CH2:9][CH2:10][N:11]([CH2:14][CH2:15][C:16]3([CH2:22][CH2:23][NH:24][C:25](=[O:31])[O:26][C:27]([CH3:28])([CH3:29])[CH3:30])[CH2:17][CH2:18][CH2:19][CH2:20][CH2:21]3)[CH2:12][CH2:13]2)[C:45]([C:41]2[O:40][CH:44]=[CH:43][CH:42]=2)=[O:46])=[CH:5][CH:6]=1. (4) Reactant: C([O:3][C:4](=[O:14])[CH2:5][C:6]1[S:7][CH:8]=[CH:9][C:10]=1[C:11]([OH:13])=[O:12])C.[OH-].[K+].Cl. Product: [C:4]([CH2:5][C:6]1[S:7][CH:8]=[CH:9][C:10]=1[C:11]([OH:13])=[O:12])([OH:14])=[O:3]. The catalyst class is: 6. (5) Reactant: C1(C)C=CC(S(O[CH2:11][CH:12]2[CH2:16][S:15][C:14]([NH:17][C:18](=[O:24])[O:19][C:20]([CH3:23])([CH3:22])[CH3:21])=[N:13]2)(=O)=O)=CC=1.[SH:26][C:27]1[CH:32]=[CH:31][N:30]=[CH:29][CH:28]=1.C(=O)([O-])[O-].[K+].[K+]. Product: [N:30]1[CH:31]=[CH:32][C:27]([S:26][CH2:11][CH:12]2[CH2:16][S:15][C:14]([NH:17][C:18](=[O:24])[O:19][C:20]([CH3:21])([CH3:22])[CH3:23])=[N:13]2)=[CH:28][CH:29]=1. The catalyst class is: 115.